Dataset: Forward reaction prediction with 1.9M reactions from USPTO patents (1976-2016). Task: Predict the product of the given reaction. Given the reactants [Cl:1][C:2]1[S:6][C:5]([C:7]2[C:11]([C:12]3[CH:17]=[CH:16][N:15]=[CH:14][CH:13]=3)=[CH:10][NH:9][N:8]=2)=[CH:4][CH:3]=1.[CH:18]1(B(O)O)[CH2:20][CH2:19]1.C(=O)([O-])[O-].[Na+].[Na+].[Cl-].[NH4+], predict the reaction product. The product is: [CH:18]1([N:9]2[CH:10]=[C:11]([C:12]3[CH:17]=[CH:16][N:15]=[CH:14][CH:13]=3)[C:7]([C:5]3[S:6][C:2]([Cl:1])=[CH:3][CH:4]=3)=[N:8]2)[CH2:20][CH2:19]1.